The task is: Predict the reaction yield, written as a fraction of the theoretical maximum amount of product (1.0 means a 100% yield; for example, 0.34 means a 34% yield).. This data is from Reaction yield outcomes from USPTO patents with 853,638 reactions. The reactants are Br[C:2]1[CH:3]=[CH:4][C:5]2[O:11][CH2:10][CH2:9][N:8]3[CH:12]=[C:13]([C:15]4[N:19]([CH:20]([CH3:22])[CH3:21])[N:18]=[C:17]([CH3:23])[N:16]=4)[N:14]=[C:7]3[C:6]=2[CH:24]=1.[F:25][C:26]1[N:31]=[CH:30][C:29](B(O)O)=[CH:28][CH:27]=1. No catalyst specified. The product is [F:25][C:26]1[N:31]=[CH:30][C:29]([C:2]2[CH:3]=[CH:4][C:5]3[O:11][CH2:10][CH2:9][N:8]4[CH:12]=[C:13]([C:15]5[N:19]([CH:20]([CH3:22])[CH3:21])[N:18]=[C:17]([CH3:23])[N:16]=5)[N:14]=[C:7]4[C:6]=3[CH:24]=2)=[CH:28][CH:27]=1. The yield is 0.390.